From a dataset of Peptide-MHC class II binding affinity with 134,281 pairs from IEDB. Regression. Given a peptide amino acid sequence and an MHC pseudo amino acid sequence, predict their binding affinity value. This is MHC class II binding data. (1) The peptide sequence is SNKFHIRLIKGELSN. The MHC is DRB1_0401 with pseudo-sequence DRB1_0401. The binding affinity (normalized) is 0.704. (2) The peptide sequence is KMIGGIGGFIKVRQYDQITI. The MHC is DRB1_1302 with pseudo-sequence DRB1_1302. The binding affinity (normalized) is 0.346. (3) The peptide sequence is AAKVAATAANAAPAN. The MHC is DRB1_0701 with pseudo-sequence DRB1_0701. The binding affinity (normalized) is 0.411. (4) The peptide sequence is LRKAFDAFDREKSGS. The MHC is DRB4_0101 with pseudo-sequence DRB4_0103. The binding affinity (normalized) is 0.244. (5) The peptide sequence is QRAQATMLAETYFGV. The MHC is H-2-IAd with pseudo-sequence H-2-IAd. The binding affinity (normalized) is 0.529. (6) The peptide sequence is DAYICAIRRAKSFIY. The MHC is DRB5_0101 with pseudo-sequence DRB5_0101. The binding affinity (normalized) is 0.591.